The task is: Regression. Given a peptide amino acid sequence and an MHC pseudo amino acid sequence, predict their binding affinity value. This is MHC class I binding data.. This data is from Peptide-MHC class I binding affinity with 185,985 pairs from IEDB/IMGT. (1) The peptide sequence is NEQVDKLV. The MHC is H-2-Kk with pseudo-sequence H-2-Kk. The binding affinity (normalized) is 0.739. (2) The peptide sequence is FATVGIFAL. The MHC is HLA-A32:01 with pseudo-sequence HLA-A32:01. The binding affinity (normalized) is 0.0704. (3) The peptide sequence is KIMDYGKYK. The MHC is HLA-B07:02 with pseudo-sequence HLA-B07:02. The binding affinity (normalized) is 0.0847. (4) The peptide sequence is VEIFKHLVF. The MHC is HLA-A69:01 with pseudo-sequence HLA-A69:01. The binding affinity (normalized) is 0.0847. (5) The peptide sequence is FLVIAINAM. The MHC is HLA-A02:02 with pseudo-sequence HLA-A02:02. The binding affinity (normalized) is 0.623. (6) The peptide sequence is FMRERQLPQ. The MHC is HLA-B44:02 with pseudo-sequence HLA-B44:02. The binding affinity (normalized) is 0.213. (7) The peptide sequence is WMFRIRIIL. The MHC is HLA-A68:02 with pseudo-sequence HLA-A68:02. The binding affinity (normalized) is 0.0847. (8) The peptide sequence is KPKPAVRFAI. The MHC is HLA-B07:02 with pseudo-sequence HLA-B07:02. The binding affinity (normalized) is 1.00. (9) The peptide sequence is ILYVSCNPA. The MHC is HLA-B07:02 with pseudo-sequence HLA-B07:02. The binding affinity (normalized) is 0.0847.